Dataset: Full USPTO retrosynthesis dataset with 1.9M reactions from patents (1976-2016). Task: Predict the reactants needed to synthesize the given product. (1) Given the product [ClH:30].[ClH:37].[Cl:30][C:29]1[C:28]2[CH:31]=[CH:32][CH:33]=[CH:34][C:27]=2[O:26][C:25]=1[C:23]1[C:22]([NH2:35])=[N:21][CH:20]=[C:19]([C:17]2[CH:16]=[N:15][N:14]([CH:11]3[CH2:10][CH2:9][NH:8][CH2:13][CH2:12]3)[CH:18]=2)[CH:24]=1, predict the reactants needed to synthesize it. The reactants are: C(OC([N:8]1[CH2:13][CH2:12][CH:11]([N:14]2[CH:18]=[C:17]([C:19]3[CH:20]=[N:21][C:22]([NH2:35])=[C:23]([C:25]4[O:26][C:27]5[CH:34]=[CH:33][CH:32]=[CH:31][C:28]=5[C:29]=4[Cl:30])[CH:24]=3)[CH:16]=[N:15]2)[CH2:10][CH2:9]1)=O)(C)(C)C.C(Cl)[Cl:37].Cl.CCOCC. (2) Given the product [NH2:16][C@H:15]1[CH2:14][CH2:13][S:12](=[O:25])(=[O:24])[CH2:11][C@H:10]1[NH:9][C:6]1[CH:5]=[C:4]([NH:26][C:27]2[CH:32]=[C:31]([O:33][CH3:34])[CH:30]=[C:29]([CH3:35])[N:28]=2)[C:3]([C:1]#[N:2])=[N:8][CH:7]=1, predict the reactants needed to synthesize it. The reactants are: [C:1]([C:3]1[N:8]=[CH:7][C:6]([NH:9][C@H:10]2[C@@H:15]([NH:16]C(=O)OC(C)(C)C)[CH2:14][CH2:13][S:12](=[O:25])(=[O:24])[CH2:11]2)=[CH:5][C:4]=1[NH:26][C:27]1[CH:32]=[C:31]([O:33][CH3:34])[CH:30]=[C:29]([CH3:35])[N:28]=1)#[N:2].C(O)(C(F)(F)F)=O. (3) Given the product [Br:1][C:2]1[CH:3]=[CH:4][C:5]([CH2:6][CH:7]2[CH2:12][C:11](=[O:13])[CH2:10][CH2:9][CH:8]2[C:14]([OH:22])=[O:15])=[CH:16][CH:17]=1, predict the reactants needed to synthesize it. The reactants are: [Br:1][C:2]1[CH:17]=[CH:16][C:5]([CH2:6][CH:7]2[CH2:12][C:11](=[O:13])[CH2:10][CH2:9][CH:8]2[CH:14]=[O:15])=[CH:4][CH:3]=1.CC([OH:22])(C)C.CC(=CC)C.Cl([O-])=O.[Na+]. (4) Given the product [C:1]([O:5][C:6]([N:8]1[CH2:20][C@@H:19]([CH3:21])[N:18]2[C@H:10]([CH2:11][C:12]3[C:17]2=[N:16][C:15]([NH2:22])=[CH:14][CH:13]=3)[CH2:9]1)=[O:7])([CH3:4])([CH3:2])[CH3:3], predict the reactants needed to synthesize it. The reactants are: [C:1]([O:5][C:6]([N:8]1[CH2:20][C@@H:19]([CH3:21])[N:18]2[C@H:10]([CH2:11][C:12]3[C:17]2=[N:16][C:15]([N:22]=C(C2C=CC=CC=2)C2C=CC=CC=2)=[CH:14][CH:13]=3)[CH2:9]1)=[O:7])([CH3:4])([CH3:3])[CH3:2].C([O-])=O.[NH4+]. (5) Given the product [CH3:1][C:2]1[C:3]([C@H:8]2[CH2:13][CH2:12][CH2:11][C@@H:10]([C:14]3[C:19]([CH3:20])=[CH:18][CH:17]=[CH:16][N:15]=3)[N:9]2[CH2:22][C:23]2[CH:30]=[CH:29][C:26]([C:27]#[N:28])=[C:25]([F:31])[CH:24]=2)=[N:4][CH:5]=[CH:6][CH:7]=1, predict the reactants needed to synthesize it. The reactants are: [CH3:1][C:2]1[C:3]([C@H:8]2[CH2:13][CH2:12][CH2:11][C@@H:10]([C:14]3[C:19]([CH3:20])=[CH:18][CH:17]=[CH:16][N:15]=3)[NH:9]2)=[N:4][CH:5]=[CH:6][CH:7]=1.Br[CH2:22][C:23]1[CH:30]=[CH:29][C:26]([C:27]#[N:28])=[C:25]([F:31])[CH:24]=1.CCN(C(C)C)C(C)C. (6) Given the product [C:11]([CH2:7][C:8]([O:10][CH2:2][CH3:3])=[O:9])(=[O:13])[C:17]1[CH:22]=[CH:21][CH:20]=[CH:19][CH:18]=1, predict the reactants needed to synthesize it. The reactants are: Cl[CH2:2][CH2:3]Cl.C([CH:7]([C:11]([O-:13])=O)[C:8]([O-:10])=[O:9])C.[K+].[K+].C(#N)[C:17]1[CH:22]=[CH:21][CH:20]=[CH:19][CH:18]=1.